Dataset: Cav3 T-type calcium channel HTS with 100,875 compounds. Task: Binary Classification. Given a drug SMILES string, predict its activity (active/inactive) in a high-throughput screening assay against a specified biological target. (1) The molecule is s1c(NC(=O)c2ccccc2)nc(c1)C(OCC)=O. The result is 0 (inactive). (2) The molecule is S(=O)(=O)(N(Cc1ccccc1)CC)c1ccc(C(=O)Nc2oc(nn2)C2CC2)cc1. The result is 1 (active). (3) The molecule is S(CC(=O)NCCc1cc(OC)c(OC)cc1)c1oc(nn1)CNC(=O)c1occc1. The result is 0 (inactive).